This data is from Reaction yield outcomes from USPTO patents with 853,638 reactions. The task is: Predict the reaction yield, written as a fraction of the theoretical maximum amount of product (1.0 means a 100% yield; for example, 0.34 means a 34% yield). (1) The catalyst is C1(C)C=CC=CC=1. The reactants are [F:1][C:2]1[C:11]2[O:10][CH2:9][CH:8]=[CH:7][C:6]=2[C:5]([C:12]([NH2:14])=[O:13])=[CH:4][CH:3]=1.[N:15]([O-:17])=[O:16].[Na+].II.S(S([O-])=O)([O-])(=O)=O.[Na+].[Na+]. The product is [F:1][C:2]1[C:11]2[O:10][CH2:9][C:8]([N+:15]([O-:17])=[O:16])=[CH:7][C:6]=2[C:5]([C:12]([NH2:14])=[O:13])=[CH:4][CH:3]=1. The yield is 0.740. (2) The catalyst is C(Cl)Cl. The product is [Br:1][C:2]1[S:3][C:4]([C:15]2[NH:16][CH:25]=[C:26]([CH3:27])[N:17]=2)=[C:5]([C:7]2[CH:12]=[CH:11][C:10]([Cl:13])=[CH:9][C:8]=2[Cl:14])[N:6]=1. The yield is 0.700. The reactants are [Br:1][C:2]1[S:3][C:4]([C:15](=[NH:17])[NH2:16])=[C:5]([C:7]2[CH:12]=[CH:11][C:10]([Cl:13])=[CH:9][C:8]=2[Cl:14])[N:6]=1.C(=O)([O-])[O-].[K+].[K+].Cl[CH2:25][C:26](=O)[CH3:27]. (3) The reactants are [Cl:1][C:2]1[N:7]=[C:6]([NH2:8])[C:5]([CH3:9])=[CH:4][N:3]=1.Br[C:11]1[C:19]2[O:18][CH2:17][O:16][C:15]=2[CH:14]=[CH:13][CH:12]=1.CC1(C)C2C(=C(P(C3C=CC=CC=3)C3C=CC=CC=3)C=CC=2)OC2C(P(C3C=CC=CC=3)C3C=CC=CC=3)=CC=CC1=2.C(=O)([O-])[O-].[Cs+].[Cs+]. The catalyst is O1CCOCC1.C(Cl)Cl.C1C=CC(/C=C/C(/C=C/C2C=CC=CC=2)=O)=CC=1.C1C=CC(/C=C/C(/C=C/C2C=CC=CC=2)=O)=CC=1.C1C=CC(/C=C/C(/C=C/C2C=CC=CC=2)=O)=CC=1.[Pd].[Pd]. The product is [O:16]1[C:15]2[CH:14]=[CH:13][CH:12]=[C:11]([NH:8][C:6]3[C:5]([CH3:9])=[CH:4][N:3]=[C:2]([Cl:1])[N:7]=3)[C:19]=2[O:18][CH2:17]1. The yield is 0.390. (4) The product is [Cl:3][C:4]1[CH:9]=[C:8]([O:10][C:13]2[CH:14]=[C:15]([F:21])[C:16]([N+:18]([O-:20])=[O:19])=[CH:17][C:12]=2[F:11])[CH:7]=[CH:6][N:5]=1. The reactants are [H-].[Na+].[Cl:3][C:4]1[CH:9]=[C:8]([OH:10])[CH:7]=[CH:6][N:5]=1.[F:11][C:12]1[CH:17]=[C:16]([N+:18]([O-:20])=[O:19])[C:15]([F:21])=[CH:14][C:13]=1F. The yield is 0.810. The catalyst is CN(C=O)C. (5) The reactants are [Br:1][C:2]1[CH:7]=[CH:6][C:5]([CH2:8][C:9]([O:11][CH3:12])=[O:10])=[CH:4][CH:3]=1.I[CH2:14][CH2:15][CH2:16][CH2:17]I.[H-].[Na+].C(OCC)(=O)C. The catalyst is O1CCCC1. The product is [Br:1][C:2]1[CH:3]=[CH:4][C:5]([C:8]2([C:9]([O:11][CH3:12])=[O:10])[CH2:17][CH2:16][CH2:15][CH2:14]2)=[CH:6][CH:7]=1. The yield is 0.470.